Dataset: Drug-target binding data from BindingDB using IC50 measurements. Task: Regression. Given a target protein amino acid sequence and a drug SMILES string, predict the binding affinity score between them. We predict pIC50 (pIC50 = -log10(IC50 in M); higher means more potent). Dataset: bindingdb_ic50. The compound is CCCCN(CCCC)c1nc(-c2cccn2C2CCCCC2)nc(N2CCCCCC2)n1. The target protein (P00817) has sequence MTYTTRQIGAKNTLEYKVYIEKDGKPVSAFHDIPLYADKENNIFNMVVEIPRWTNAKLEITKEETLNPIIQDTKKGKLRFVRNCFPHHGYIHNYGAFPQTWEDPNVSHPETKAVGDNDPIDVLEIGETIAYTGQVKQVKALGIMALLDEGETDWKVIAIDINDPLAPKLNDIEDVEKYFPGLLRATNEWFRIYKIPDGKPENQFAFSGEAKNKKYALDIIKETHDSWKQLIAGKSSDSKGIDLTNVTLPDTPTYSKAASDAIPPASPKADAPIDKSIDKWFFISGSV. The pIC50 is 3.4.